Dataset: Forward reaction prediction with 1.9M reactions from USPTO patents (1976-2016). Task: Predict the product of the given reaction. (1) Given the reactants [OH:1][C:2]1[CH:7]=[CH:6][C:5]([C:8]2[O:17][C:12]3=[N:13][CH:14]=[CH:15][CH:16]=[C:11]3[C:10](=[O:18])[CH:9]=2)=[CH:4][CH:3]=1.[CH3:19][N:20]([CH2:22][CH2:23]O)[CH3:21].C(N(CC)C(C)C)(C)C.CCOC(/N=N/C(OCC)=O)=O, predict the reaction product. The product is: [CH3:19][N:20]([CH3:21])[CH2:22][CH2:23][O:1][C:2]1[CH:3]=[CH:4][C:5]([C:8]2[O:17][C:12]3=[N:13][CH:14]=[CH:15][CH:16]=[C:11]3[C:10](=[O:18])[CH:9]=2)=[CH:6][CH:7]=1. (2) Given the reactants [H-].[Na+].Cl[CH2:4][CH2:5][S:6](Cl)(=[O:8])=[O:7].[F:10][C:11]1[CH:30]=[CH:29][C:14]([O:15][C:16]2[CH:21]=[CH:20][C:19]([C:22]3[C:23]([NH2:28])=[N:24][CH:25]=[CH:26][CH:27]=3)=[CH:18][CH:17]=2)=[CH:13][C:12]=1[CH3:31], predict the reaction product. The product is: [F:10][C:11]1[CH:30]=[CH:29][C:14]([O:15][C:16]2[CH:17]=[CH:18][C:19]([C:22]3[C:23]4=[N:28][S:6](=[O:8])(=[O:7])[CH2:5][CH2:4][N:24]4[CH:25]=[CH:26][CH:27]=3)=[CH:20][CH:21]=2)=[CH:13][C:12]=1[CH3:31]. (3) The product is: [NH2:8][C:7]1[C:2]([OH:1])=[C:3]([S:11]([N:14]([CH3:15])[CH3:16])(=[O:13])=[O:12])[CH:4]=[CH:5][CH:6]=1. Given the reactants [OH:1][C:2]1[C:7]([N+:8]([O-])=O)=[CH:6][CH:5]=[CH:4][C:3]=1[S:11]([N:14]([CH3:16])[CH3:15])(=[O:13])=[O:12], predict the reaction product.